Predict the product of the given reaction. From a dataset of Forward reaction prediction with 1.9M reactions from USPTO patents (1976-2016). (1) Given the reactants [Br:1][C:2]1[C:3]([CH3:18])=[C:4]([CH:13]=[C:14]([CH3:17])[C:15]=1[CH3:16])[O:5][C:6]([CH3:12])([CH3:11])[C:7]([O:9]C)=[O:8], predict the reaction product. The product is: [Br:1][C:2]1[C:3]([CH3:18])=[C:4]([CH:13]=[C:14]([CH3:17])[C:15]=1[CH3:16])[O:5][C:6]([CH3:12])([CH3:11])[C:7]([OH:9])=[O:8]. (2) Given the reactants ClC1C=CC(NC([C:11]2[S:19][C:18]3[CH2:17][CH:16]([C:20]([OH:22])=O)[NH:15][CH2:14][C:13]=3[CH:12]=2)=O)=CC=1.[CH3:23][N:24]([N:26]=[C:27]1[CH:32]=[CH:31][C:30]([NH2:33])=[CH:29][CH2:28]1)[CH3:25].[CH2:34]([Cl:37])[CH2:35]Cl.[OH2:38], predict the reaction product. The product is: [CH3:25][N:24]([N:26]=[C:27]1[CH:28]=[CH:29][C:30]([NH:33][C:20]([CH:16]2[N:15]([C:14]([NH:15][C:16]3[CH:20]=[CH:35][C:34]([Cl:37])=[CH:18][CH:17]=3)=[O:38])[CH2:14][C:13]3[CH:12]=[CH:11][S:19][C:18]=3[CH2:17]2)=[O:22])=[CH:31][CH2:32]1)[CH3:23].